From a dataset of Reaction yield outcomes from USPTO patents with 853,638 reactions. Predict the reaction yield, written as a fraction of the theoretical maximum amount of product (1.0 means a 100% yield; for example, 0.34 means a 34% yield). (1) The reactants are [C:1]([C:4]1[CH:9]=[C:8]([Cl:10])[CH:7]=[CH:6][C:5]=1[NH:11][S:12]([C:15]([F:18])([F:17])[F:16])(=[O:14])=[O:13])(=O)[CH3:2].Cl.[F:20][C:21]([F:31])([F:30])[C:22]1[CH:23]=[C:24]([O:28][NH2:29])[CH:25]=[CH:26][CH:27]=1.CC([O-])=O.[Na+]. The catalyst is CCO. The product is [Cl:10][C:8]1[CH:7]=[CH:6][C:5]([NH:11][S:12]([C:15]([F:18])([F:17])[F:16])(=[O:14])=[O:13])=[C:4]([C:1](=[N:29][O:28][C:24]2[CH:25]=[CH:26][CH:27]=[C:22]([C:21]([F:20])([F:31])[F:30])[CH:23]=2)[CH3:2])[CH:9]=1. The yield is 0.910. (2) The reactants are [Br:1][C:2]1[C:6]([C:7]([F:10])([F:9])[F:8])=[N:5][N:4]([CH3:11])[C:3]=1[C:12]1[CH:13]=[C:14]([NH2:20])[CH:15]=[CH:16][C:17]=1[O:18][CH3:19].[F:21][C:22]1[CH:27]=[CH:26][C:25]([N:28]=[C:29]=[O:30])=[CH:24][CH:23]=1. The catalyst is C(Cl)Cl. The product is [Br:1][C:2]1[C:6]([C:7]([F:10])([F:8])[F:9])=[N:5][N:4]([CH3:11])[C:3]=1[C:12]1[CH:13]=[C:14]([NH:20][C:29]([NH:28][C:25]2[CH:26]=[CH:27][C:22]([F:21])=[CH:23][CH:24]=2)=[O:30])[CH:15]=[CH:16][C:17]=1[O:18][CH3:19]. The yield is 0.640.